This data is from Full USPTO retrosynthesis dataset with 1.9M reactions from patents (1976-2016). The task is: Predict the reactants needed to synthesize the given product. The reactants are: [C:1](OC(=O)C)(=[O:3])[CH3:2].[CH3:8][CH:9]([CH2:18][CH2:19][CH:20]=[C:21]([CH3:23])[CH3:22])[CH2:10][CH:11]([OH:17])[CH:12]([N+:14]([O-:16])=[O:15])[CH3:13].CCOCC. Given the product [C:1]([O:17][CH:11]([CH2:10][CH:9]([CH3:8])[CH2:18][CH2:19][CH:20]=[C:21]([CH3:23])[CH3:22])[CH:12]([N+:14]([O-:16])=[O:15])[CH3:13])(=[O:3])[CH3:2], predict the reactants needed to synthesize it.